From a dataset of Full USPTO retrosynthesis dataset with 1.9M reactions from patents (1976-2016). Predict the reactants needed to synthesize the given product. (1) Given the product [N+:23]([C:26]1[CH:31]=[CH:30][CH:29]=[CH:28][C:27]=1[O:32][CH:2]([C:9]1[CH:14]=[CH:13][CH:12]=[CH:11][CH:10]=1)[C:3]1[CH:8]=[CH:7][CH:6]=[CH:5][CH:4]=1)([O-:25])=[O:24], predict the reactants needed to synthesize it. The reactants are: Br[CH:2]([C:9]1[CH:14]=[CH:13][CH:12]=[CH:11][CH:10]=1)[C:3]1[CH:8]=[CH:7][CH:6]=[CH:5][CH:4]=1.C(=O)([O-])[O-].[K+].[K+].[I-].[Na+].[N+:23]([C:26]1[CH:31]=[CH:30][CH:29]=[CH:28][C:27]=1[OH:32])([O-:25])=[O:24]. (2) Given the product [C:1]([O:5][C:6](=[O:7])[NH:8][C:9]1([C:15](=[O:17])[NH:38][C:35]2[CH:36]=[CH:37][C:32]([C:27]3[CH:28]=[CH:29][CH:30]=[CH:31][C:26]=3[S:23](=[O:25])(=[O:24])[NH:22][C:18]([CH3:19])([CH3:20])[CH3:21])=[CH:33][C:34]=2[F:39])[CH2:10][CH2:11][O:12][CH2:13][CH2:14]1)([CH3:2])([CH3:3])[CH3:4], predict the reactants needed to synthesize it. The reactants are: [C:1]([O:5][C:6]([NH:8][C:9]1([C:15]([OH:17])=O)[CH2:14][CH2:13][O:12][CH2:11][CH2:10]1)=[O:7])([CH3:4])([CH3:3])[CH3:2].[C:18]([NH:22][S:23]([C:26]1[C:27]([C:32]2[CH:37]=[CH:36][C:35]([NH2:38])=[C:34]([F:39])[CH:33]=2)=[CH:28][CH:29]=[CH:30][CH:31]=1)(=[O:25])=[O:24])([CH3:21])([CH3:20])[CH3:19].CCOC1N(C(OCC)=O)C2C(=CC=CC=2)C=C1.C(N(CC)CC)C. (3) Given the product [CH3:33][O:34][C:35]1[CH:42]=[C:41]([O:43][CH3:44])[CH:40]=[CH:39][C:36]=1[CH2:22][O:21][CH2:20][CH:19]([OH:31])[CH2:18][N:15]1[CH2:14][CH2:13][N:12]([CH2:11][C:10]([NH:9][C:3]2[C:2]([CH3:1])=[CH:7][CH:6]=[CH:5][C:4]=2[CH3:8])=[O:32])[CH2:17][CH2:16]1, predict the reactants needed to synthesize it. The reactants are: [CH3:1][C:2]1[CH:7]=[CH:6][CH:5]=[C:4]([CH3:8])[C:3]=1[NH:9][C:10](=[O:32])[CH2:11][N:12]1[CH2:17][CH2:16][N:15]([CH2:18][CH:19]([OH:31])[CH2:20][O:21][CH:22]2CC3C(=CC=CC=3)C2)[CH2:14][CH2:13]1.[CH3:33][O:34][C:35]1[CH:42]=[C:41]([O:43][CH3:44])[CH:40]=[CH:39][C:36]=1CO. (4) Given the product [CH3:15][N:16]([CH3:20])[CH2:17][CH2:18][O:1][C:2]1[CH:3]=[CH:4][C:5]([CH:8]2[CH2:9][CH2:10][C:11](=[O:14])[CH2:12][CH2:13]2)=[CH:6][CH:7]=1, predict the reactants needed to synthesize it. The reactants are: [OH:1][C:2]1[CH:7]=[CH:6][C:5]([CH:8]2[CH2:13][CH2:12][C:11](=[O:14])[CH2:10][CH2:9]2)=[CH:4][CH:3]=1.[CH3:15][N:16]([CH3:20])[CH2:17][CH2:18]O.C1(P(C2C=CC=CC=2)C2C=CC=CC=2)C=CC=CC=1.N(C(OC(C)C)=O)=NC(OC(C)C)=O.